Dataset: Forward reaction prediction with 1.9M reactions from USPTO patents (1976-2016). Task: Predict the product of the given reaction. Given the reactants [OH:1][CH2:2][CH:3]1[O:7][N:6]=[C:5]([C:8]2[N:13]=[CH:12][C:11]([C:14]3[CH:19]=[CH:18][C:17]([N:20]4[CH2:24][C@H:23]([CH2:25][N:26]5[CH:30]=[CH:29][N:28]=[N:27]5)[O:22][C:21]4=[O:31])=[CH:16][C:15]=3[F:32])=[CH:10][CH:9]=2)[CH2:4]1.[CH3:33][N:34]([CH3:39])[CH2:35][C:36](O)=[O:37].Cl.CN(C)CCCN=C=NCC.Cl, predict the reaction product. The product is: [CH3:33][N:34]([CH3:39])[CH2:35][C:36]([O:1][CH2:2][CH:3]1[O:7][N:6]=[C:5]([C:8]2[CH:9]=[CH:10][C:11]([C:14]3[CH:19]=[CH:18][C:17]([N:20]4[CH2:24][C@H:23]([CH2:25][N:26]5[CH:30]=[CH:29][N:28]=[N:27]5)[O:22][C:21]4=[O:31])=[CH:16][C:15]=3[F:32])=[CH:12][N:13]=2)[CH2:4]1)=[O:37].